From a dataset of Full USPTO retrosynthesis dataset with 1.9M reactions from patents (1976-2016). Predict the reactants needed to synthesize the given product. (1) Given the product [O:5]=[C:4]([C:14]1[CH:13]=[CH:12][C:11]([O:10][C:9]([F:8])([F:19])[F:20])=[CH:16][CH:15]=1)[CH2:3][CH2:2][C:1]([OH:6])=[O:7], predict the reactants needed to synthesize it. The reactants are: [C:1]1(=[O:7])[O:6][C:4](=[O:5])[CH2:3][CH2:2]1.[F:8][C:9]([F:20])([F:19])[O:10][C:11]1[CH:16]=[CH:15][C:14]([Mg]Br)=[CH:13][CH:12]=1.Cl. (2) Given the product [CH:16]([N:29]1[CH2:32][C:31]([C:8]2[O:9][C:10]3[CH:15]=[CH:14][CH:13]=[CH:12][C:11]=3[CH:7]=2)([OH:33])[CH2:30]1)([C:23]1[CH:28]=[CH:27][CH:26]=[CH:25][CH:24]=1)[C:17]1[CH:18]=[CH:19][CH:20]=[CH:21][CH:22]=1, predict the reactants needed to synthesize it. The reactants are: C([Li])CCC.Br[C:7]1[C:11]2[CH:12]=[CH:13][CH:14]=[CH:15][C:10]=2[O:9][CH:8]=1.[CH:16]([N:29]1[CH2:32][C:31](=[O:33])[CH2:30]1)([C:23]1[CH:28]=[CH:27][CH:26]=[CH:25][CH:24]=1)[C:17]1[CH:22]=[CH:21][CH:20]=[CH:19][CH:18]=1.O.